From a dataset of Forward reaction prediction with 1.9M reactions from USPTO patents (1976-2016). Predict the product of the given reaction. (1) The product is: [CH2:8]([N:3]([CH2:4][CH:5]=[CH2:13])[C:6]1[CH:7]=[CH:30][C:29](/[CH:28]=[CH:27]/[CH:26]=[CH:25]/[C:23]2[S:24][C:20]3[CH:19]=[C:18]([O:37][CH3:38])[C:17]([O:16][CH3:15])=[CH:36][C:21]=3[N:22]=2)=[CH:34][N:33]=1)[CH:9]=[CH2:10]. Given the reactants C([N:3]([CH2:6][CH3:7])[CH2:4][CH3:5])C.[CH2:8](Br)[CH:9]=[CH2:10].Cl[CH2:13]Cl.[CH3:15][O:16][C:17]1[C:18]([O:37][CH3:38])=[CH:19][C:20]2[S:24][C:23](/[CH:25]=[CH:26]/[CH:27]=[CH:28]/[C:29]3[CH:30]=CC(N)=[N:33][CH:34]=3)=[N:22][C:21]=2[CH:36]=1, predict the reaction product. (2) Given the reactants [Cl:1][CH2:2][C:3](Cl)=[O:4].C(=O)([O-])[O-].[K+].[K+].Cl.[CH2:13]([O:20][C:21](=[O:26])[C@H:22]([CH2:24][OH:25])[NH2:23])[C:14]1[CH:19]=[CH:18][CH:17]=[CH:16][CH:15]=1.O1CCCC1.O, predict the reaction product. The product is: [Cl:1][CH2:2][C:3]([NH:23][C@@H:22]([CH2:24][OH:25])[C:21]([O:20][CH2:13][C:14]1[CH:19]=[CH:18][CH:17]=[CH:16][CH:15]=1)=[O:26])=[O:4]. (3) Given the reactants [CH3:1][N:2]([CH2:19][C:20]([OH:22])=[O:21])[S:3]([C:6]1[CH:11]=[CH:10][C:9]([N:12]2[CH2:17][CH2:16][C:15](=[O:18])[CH2:14][CH2:13]2)=[CH:8][CH:7]=1)(=[O:5])=[O:4].C(N1C=CN=C1)(N1[CH:29]=[CH:28]N=C1)=O.C(O)C, predict the reaction product. The product is: [CH2:28]([O:21][C:20](=[O:22])[CH2:19][N:2]([CH3:1])[S:3]([C:6]1[CH:11]=[CH:10][C:9]([N:12]2[CH2:13][CH2:14][C:15](=[O:18])[CH2:16][CH2:17]2)=[CH:8][CH:7]=1)(=[O:5])=[O:4])[CH3:29]. (4) Given the reactants O=S(Cl)[Cl:3].[Br:5][C:6]1[CH:7]=[CH:8][C:9]([Cl:15])=[C:10]([CH:14]=1)[C:11](O)=[O:12], predict the reaction product. The product is: [Br:5][C:6]1[CH:7]=[CH:8][C:9]([Cl:15])=[C:10]([CH:14]=1)[C:11]([Cl:3])=[O:12]. (5) Given the reactants [CH3:1][O:2][C:3]1[CH:8]=[N:7][CH:6]=[CH:5][N:4]=1.C(OCC)C.C(OCCCC)CCC.[C:23]1([Li])[CH:28]=[CH:27][CH:26]=[CH:25][CH:24]=1, predict the reaction product. The product is: [C:23]1([C:8]2[C:3]([O:2][CH3:1])=[N:4][CH:5]=[CH:6][N:7]=2)[CH:28]=[CH:27][CH:26]=[CH:25][CH:24]=1. (6) Given the reactants C[O:2][C:3]([C:5]1[C:6]2[CH:20]=[N:19][N:18]([CH:21]3[CH2:26][CH2:25][CH2:24][CH2:23][O:22]3)[C:7]=2[N:8]=[C:9]([C:11]2[CH:16]=[CH:15][C:14]([OH:17])=[CH:13][CH:12]=2)[CH:10]=1)=[O:4].C(O)(=O)C, predict the reaction product. The product is: [OH:17][C:14]1[CH:15]=[CH:16][C:11]([C:9]2[CH:10]=[C:5]([C:3]([OH:4])=[O:2])[C:6]3[CH:20]=[N:19][N:18]([CH:21]4[CH2:26][CH2:25][CH2:24][CH2:23][O:22]4)[C:7]=3[N:8]=2)=[CH:12][CH:13]=1. (7) Given the reactants Br[C:2]1[N:3]=[CH:4][N:5]([C:7]2[N:16]=[CH:15][C:14]3[N:13]([CH3:17])[C:12](=[O:18])[C@@H:11]([CH2:19][CH3:20])[N:10]([CH:21]4[CH2:25][CH2:24][CH2:23][CH2:22]4)[C:9]=3[N:8]=2)[CH:6]=1.C([Sn](CCCC)(CCCC)[C:31]1[N:32]=[CH:33][S:34][CH:35]=1)CCC, predict the reaction product. The product is: [CH:21]1([N:10]2[C:9]3[N:8]=[C:7]([N:5]4[CH:6]=[C:2]([C:31]5[N:32]=[CH:33][S:34][CH:35]=5)[N:3]=[CH:4]4)[N:16]=[CH:15][C:14]=3[N:13]([CH3:17])[C:12](=[O:18])[C@H:11]2[CH2:19][CH3:20])[CH2:25][CH2:24][CH2:23][CH2:22]1. (8) Given the reactants [Cl:1][C:2]1[CH:7]=[CH:6][C:5]([N:8]([C@H:12]2[C:21]3[C:16](=[CH:17][CH:18]=[CH:19][CH:20]=3)[N:15]([C:22](=[O:30])[C:23]3[CH:28]=[CH:27][C:26]([OH:29])=[CH:25][CH:24]=3)[C@@H:14]([CH3:31])[CH2:13]2)[C:9](=[O:11])[CH3:10])=[CH:4][CH:3]=1.C([O-])([O-])=O.[K+].[K+].[CH3:38][O:39][C:40](=[O:47])[C:41]([CH3:46])([CH3:45])[CH2:42][CH2:43]Br, predict the reaction product. The product is: [CH3:38][O:39][C:40](=[O:47])[C:41]([CH3:46])([CH3:45])[CH2:42][CH2:43][O:29][C:26]1[CH:25]=[CH:24][C:23]([C:22]([N:15]2[C:16]3[C:21](=[CH:20][CH:19]=[CH:18][CH:17]=3)[C@H:12]([N:8]([C:9](=[O:11])[CH3:10])[C:5]3[CH:4]=[CH:3][C:2]([Cl:1])=[CH:7][CH:6]=3)[CH2:13][C@@H:14]2[CH3:31])=[O:30])=[CH:28][CH:27]=1. (9) Given the reactants C[O:2][C:3](=[O:34])[C:4]1[CH:9]=[CH:8][C:7]([N:10]2[CH:15]=[C:14]([CH:16]([CH3:18])[CH3:17])[C@@:13]([C:20]3[CH:25]=[CH:24][C:23]([CH2:26][CH2:27][C:28]([CH3:31])([CH3:30])[CH3:29])=[C:22]([Cl:32])[CH:21]=3)([CH3:19])[NH:12][C:11]2=[O:33])=[N:6][CH:5]=1.C(O)C.[OH-].[Na+].Cl, predict the reaction product. The product is: [ClH:32].[Cl:32][C:22]1[CH:21]=[C:20]([C@@:13]2([CH3:19])[C:14]([CH:16]([CH3:18])[CH3:17])=[CH:15][N:10]([C:7]3[CH:8]=[CH:9][C:4]([C:3]([OH:34])=[O:2])=[CH:5][N:6]=3)[C:11](=[O:33])[NH:12]2)[CH:25]=[CH:24][C:23]=1[CH2:26][CH2:27][C:28]([CH3:29])([CH3:31])[CH3:30]. (10) Given the reactants [CH3:1][O:2][C:3]1[C:12]2[C:7](=[CH:8][CH:9]=[CH:10][CH:11]=2)[CH:6]=[CH:5][CH:4]=1.[Cl:13][S:14](O)(=[O:16])=[O:15].P(Cl)(Cl)(Cl)(Cl)Cl, predict the reaction product. The product is: [CH3:1][O:2][C:3]1[C:12]2[C:7](=[CH:8][CH:9]=[CH:10][CH:11]=2)[C:6]([S:14]([Cl:13])(=[O:16])=[O:15])=[CH:5][CH:4]=1.